From a dataset of Full USPTO retrosynthesis dataset with 1.9M reactions from patents (1976-2016). Predict the reactants needed to synthesize the given product. Given the product [C:9]([O:8][C:6]([NH:13][C@@H:14]([CH2:15][CH2:16][CH2:17][CH2:18][NH:19][C:1](=[O:4])[CH:2]=[CH2:3])[C:20]([OH:22])=[O:21])=[O:7])([CH3:12])([CH3:11])[CH3:10], predict the reactants needed to synthesize it. The reactants are: [C:1](Cl)(=[O:4])[CH:2]=[CH2:3].[C:6]([NH:13][C@H:14]([C:20]([OH:22])=[O:21])[CH2:15][CH2:16][CH2:17][CH2:18][NH2:19])([O:8][C:9]([CH3:12])([CH3:11])[CH3:10])=[O:7].